From a dataset of Peptide-MHC class I binding affinity with 185,985 pairs from IEDB/IMGT. Regression. Given a peptide amino acid sequence and an MHC pseudo amino acid sequence, predict their binding affinity value. This is MHC class I binding data. (1) The peptide sequence is SLMDMITLSL. The MHC is HLA-A02:01 with pseudo-sequence HLA-A02:01. The binding affinity (normalized) is 1.00. (2) The peptide sequence is KRASGDPYF. The MHC is HLA-A01:01 with pseudo-sequence HLA-A01:01. The binding affinity (normalized) is 0.0847. (3) The peptide sequence is SENDRLRLL. The MHC is HLA-B15:01 with pseudo-sequence HLA-B15:01. The binding affinity (normalized) is 0.213. (4) The peptide sequence is HYLCLNCLS. The MHC is HLA-A26:01 with pseudo-sequence HLA-A26:01. The binding affinity (normalized) is 0. (5) The peptide sequence is SLYMAISPK. The MHC is HLA-A03:01 with pseudo-sequence HLA-A03:01. The binding affinity (normalized) is 0.759. (6) The peptide sequence is YQYGDNLIL. The MHC is HLA-B15:01 with pseudo-sequence HLA-B15:01. The binding affinity (normalized) is 0.585. (7) The MHC is HLA-A02:01 with pseudo-sequence HLA-A02:01. The binding affinity (normalized) is 0.213. The peptide sequence is RLATVGYPK.